The task is: Regression. Given two drug SMILES strings and cell line genomic features, predict the synergy score measuring deviation from expected non-interaction effect.. This data is from NCI-60 drug combinations with 297,098 pairs across 59 cell lines. Drug 1: CC1CCC2CC(C(=CC=CC=CC(CC(C(=O)C(C(C(=CC(C(=O)CC(OC(=O)C3CCCCN3C(=O)C(=O)C1(O2)O)C(C)CC4CCC(C(C4)OC)O)C)C)O)OC)C)C)C)OC. Drug 2: CC(C)(C#N)C1=CC(=CC(=C1)CN2C=NC=N2)C(C)(C)C#N. Cell line: SK-MEL-28. Synergy scores: CSS=2.29, Synergy_ZIP=-1.31, Synergy_Bliss=-0.202, Synergy_Loewe=0.0941, Synergy_HSA=0.237.